Dataset: Forward reaction prediction with 1.9M reactions from USPTO patents (1976-2016). Task: Predict the product of the given reaction. (1) Given the reactants [F:1][C:2]1[CH:3]=[C:4]([C:8]2[C:9]([O:23][CH3:24])=[C:10]([C:19]([O:21][CH3:22])=[O:20])[C:11]3[NH:12][C:13](=O)[CH:14]=[N:15][C:16]=3[CH:17]=2)[CH:5]=[CH:6][CH:7]=1.P(Cl)(Cl)([Cl:27])=O, predict the reaction product. The product is: [Cl:27][C:13]1[CH:14]=[N:15][C:16]2[CH:17]=[C:8]([C:4]3[CH:5]=[CH:6][CH:7]=[C:2]([F:1])[CH:3]=3)[C:9]([O:23][CH3:24])=[C:10]([C:19]([O:21][CH3:22])=[O:20])[C:11]=2[N:12]=1. (2) Given the reactants [Cl-:1].[C@H:2]1([CH2:15][NH+](C)C)[C:14]2[N:6]([N:7]=[C:8]3[C:13]=2[CH:12]=[CH:11][CH:10]=[CH:9]3)[CH2:5][CH2:4][O:3]1.C(C1[CH2:24][N:23](C(OCCCC)=O)[CH2:22]1)=O, predict the reaction product. The product is: [Cl-:1].[CH:2]1([CH:15]2[CH2:24][NH2+:23][CH2:22]2)[C:14]2[N:6]([N:7]=[C:8]3[C:13]=2[CH:12]=[CH:11][CH:10]=[CH:9]3)[CH2:5][CH2:4][O:3]1.